From a dataset of Full USPTO retrosynthesis dataset with 1.9M reactions from patents (1976-2016). Predict the reactants needed to synthesize the given product. (1) Given the product [C:1]([CH2:4][C@@H:5]([CH2:11][CH:12]([CH3:14])[CH3:13])[CH2:6][C:7]([OH:9])=[O:8])(=[O:3])[NH2:2], predict the reactants needed to synthesize it. The reactants are: [C:1]([CH2:4][C@@H:5]([CH2:11][CH:12]([CH3:14])[CH3:13])[CH2:6][C:7]([O:9]C)=[O:8])(=[O:3])[NH2:2]. (2) Given the product [O:20]1[C:24]2[CH:25]=[CH:26][CH:27]=[CH:28][C:23]=2[N:22]=[C:21]1[C:29]1[CH:34]=[CH:33][C:32]([O:4][C:1](=[O:3])[N:10]([CH3:11])[C@H:9]2[CH2:8][NH:7][C:6]2=[O:5])=[CH:31][CH:30]=1, predict the reactants needed to synthesize it. The reactants are: [C:1]([O-:4])(=[O:3])C.[O:5]=[C:6]1[C@@H:9]([NH3+:10])[CH2:8][NH:7]1.[CH3:11]CN(C(C)C)C(C)C.[O:20]1[C:24]2[CH:25]=[CH:26][CH:27]=[CH:28][C:23]=2[N:22]=[C:21]1[C:29]1[CH:34]=[CH:33][C:32](C2C=CN(C([O-])=O)C(=O)C=2C)=[CH:31][CH:30]=1.C([O-])(O)=O.[Na+]. (3) Given the product [CH3:1][C:2]1[C:8]([CH2:14][CH2:13][CH:12]([CH3:16])[CH3:11])=[C:7]([OH:9])[C:6]([CH3:10])=[CH:5][C:3]=1[OH:4], predict the reactants needed to synthesize it. The reactants are: [CH3:1][C:2]1[CH:8]=[C:7]([OH:9])[C:6]([CH3:10])=[CH:5][C:3]=1[OH:4].[CH3:11][C:12]([CH3:16])=[CH:13][CH2:14]O. (4) The reactants are: [F:1][C:2]1[CH:10]=[CH:9][C:5]([C:6](Cl)=[O:7])=[CH:4][C:3]=1[C:11]([F:14])([F:13])[F:12].[NH2:15][CH:16]1[CH2:21][CH2:20][CH:19]([CH2:22][N:23]2[C:31]3[C:26](=[CH:27][CH:28]=[CH:29][CH:30]=3)[C:25]([CH3:33])([CH3:32])[C:24]2=[O:34])[CH2:18][CH2:17]1. Given the product [CH3:32][C:25]1([CH3:33])[C:26]2[C:31](=[CH:30][CH:29]=[CH:28][CH:27]=2)[N:23]([CH2:22][C@H:19]2[CH2:20][CH2:21][C@H:16]([NH:15][C:6](=[O:7])[C:5]3[CH:9]=[CH:10][C:2]([F:1])=[C:3]([C:11]([F:14])([F:13])[F:12])[CH:4]=3)[CH2:17][CH2:18]2)[C:24]1=[O:34], predict the reactants needed to synthesize it. (5) Given the product [O:1]1[CH2:5][CH2:4][CH2:3][CH:2]1[C:6]1[N:7]([CH2:26][C:25]2[CH:28]=[CH:29][C:22]([F:21])=[CH:23][CH:24]=2)[C:8]2[C:13]([CH:14]=1)=[CH:12][C:11]([S:15]([CH3:18])(=[O:17])=[O:16])=[CH:10][CH:9]=2, predict the reactants needed to synthesize it. The reactants are: [O:1]1[CH2:5][CH2:4][CH2:3][CH:2]1[C:6]1[NH:7][C:8]2[C:13]([CH:14]=1)=[CH:12][C:11]([S:15]([CH3:18])(=[O:17])=[O:16])=[CH:10][CH:9]=2.[H-].[Na+].[F:21][C:22]1[CH:29]=[CH:28][C:25]([CH2:26]Br)=[CH:24][CH:23]=1.[Cl-].[NH4+]. (6) Given the product [C:1]([O:5][C:6]([N:8]1[CH2:9][CH2:10][C:11]([OH:14])([CH2:15][S:16](=[O:32])(=[O:31])[NH2:17])[CH2:12][CH2:13]1)=[O:7])([CH3:4])([CH3:2])[CH3:3], predict the reactants needed to synthesize it. The reactants are: [C:1]([O:5][C:6]([N:8]1[CH2:13][CH2:12][C:11]([CH2:15][S:16](=[O:32])(=[O:31])[NH:17]C(C2C=CC=CC=2)C2C=CC=CC=2)([OH:14])[CH2:10][CH2:9]1)=[O:7])([CH3:4])([CH3:3])[CH3:2].C(N(CC)CC)C. (7) Given the product [CH3:37][N:36]([CH3:38])[C:34](=[O:35])[CH2:33][N:17]1[C:18]2[CH:19]=[CH:20][C:12]([C:10]([N:7]3[CH2:8][CH2:9][CH:4]([CH3:3])[CH2:5][CH2:6]3)=[O:11])=[CH:13][C:14]=2[C:15]2[CH2:24][N:23]([C:25]([O:27][C:28]([CH3:30])([CH3:29])[CH3:31])=[O:26])[CH2:22][CH2:21][C:16]1=2, predict the reactants needed to synthesize it. The reactants are: [H-].[Na+].[CH3:3][CH:4]1[CH2:9][CH2:8][N:7]([C:10]([C:12]2[CH:20]=[CH:19][C:18]3[NH:17][C:16]4[CH2:21][CH2:22][N:23]([C:25]([O:27][C:28]([CH3:31])([CH3:30])[CH3:29])=[O:26])[CH2:24][C:15]=4[C:14]=3[CH:13]=2)=[O:11])[CH2:6][CH2:5]1.Cl[CH2:33][C:34]([N:36]([CH3:38])[CH3:37])=[O:35].